From a dataset of Reaction yield outcomes from USPTO patents with 853,638 reactions. Predict the reaction yield, written as a fraction of the theoretical maximum amount of product (1.0 means a 100% yield; for example, 0.34 means a 34% yield). The reactants are [CH:1]1([CH2:6][CH:7]([C:11]2[CH:16]=[CH:15][C:14]([C:17]#[C:18][CH2:19][CH:20]([OH:22])[CH3:21])=[CH:13][CH:12]=2)[C:8]([OH:10])=O)[CH2:5][CH2:4][CH2:3][CH2:2]1.F[P-](F)(F)(F)(F)F.N1(O[P+](N(C)C)(N(C)C)N(C)C)C2C=CC=CC=2N=N1.C(N(CC)CC)C.[NH2:57][C:58]1[S:59][CH:60]=[CH:61][N:62]=1. The catalyst is C(Cl)Cl. The product is [CH:1]1([CH2:6][CH:7]([C:11]2[CH:16]=[CH:15][C:14]([C:17]#[C:18][CH2:19][CH:20]([OH:22])[CH3:21])=[CH:13][CH:12]=2)[C:8]([NH:57][C:58]2[S:59][CH:60]=[CH:61][N:62]=2)=[O:10])[CH2:2][CH2:3][CH2:4][CH2:5]1. The yield is 0.479.